Dataset: Forward reaction prediction with 1.9M reactions from USPTO patents (1976-2016). Task: Predict the product of the given reaction. (1) Given the reactants Cl.Cl.[NH2:3][CH2:4][CH2:5][N:6]1[C:14]2[C:13]([NH:15][C:16]3[CH:21]=[CH:20][C:19]([O:22][C:23]4[CH:28]=[CH:27][CH:26]=[C:25]([Cl:29])[CH:24]=4)=[C:18]([CH3:30])[CH:17]=3)=[N:12][CH:11]=[N:10][C:9]=2[CH:8]=[CH:7]1.[CH3:31][C:32]([S:37]([CH3:40])(=[O:39])=[O:38])([CH3:36])[C:33](O)=[O:34].Cl.C(N=C=NCCCN(C)C)C.ON1C2C=CC=CC=2N=N1, predict the reaction product. The product is: [Cl:29][C:25]1[CH:24]=[C:23]([CH:28]=[CH:27][CH:26]=1)[O:22][C:19]1[CH:20]=[CH:21][C:16]([NH:15][C:13]2[C:14]3[N:6]([CH2:5][CH2:4][NH:3][C:33](=[O:34])[C:32]([CH3:36])([S:37]([CH3:40])(=[O:39])=[O:38])[CH3:31])[CH:7]=[CH:8][C:9]=3[N:10]=[CH:11][N:12]=2)=[CH:17][C:18]=1[CH3:30]. (2) Given the reactants C(O[C:5]1([C:11]#[CH:12])[CH2:10][CH2:9][CH2:8][CH2:7][CH2:6]1)(=O)C.[CH2:13]([CH2:15][NH2:16])[OH:14], predict the reaction product. The product is: [C:11]([C:5]1([NH:16][CH2:15][CH2:13][OH:14])[CH2:6][CH2:7][CH2:8][CH2:9][CH2:10]1)#[CH:12]. (3) Given the reactants [O:1]1[CH2:6][CH2:5][C:4](=O)[CH2:3][CH2:2]1.[Li+].CC([N-:12]C(C)C)C.C([C:18]([O:20][CH2:21][CH3:22])=[O:19])#N.[C:23]1([CH3:29])[CH:28]=[CH:27][CH:26]=[CH:25][CH:24]=1, predict the reaction product. The product is: [CH2:29]([NH:12][C:4]1[CH2:5][CH2:6][O:1][CH2:2][C:3]=1[C:18]([O:20][CH2:21][CH3:22])=[O:19])[C:23]1[CH:28]=[CH:27][CH:26]=[CH:25][CH:24]=1. (4) Given the reactants [CH3:1][O:2][C:3](=[O:17])[C@:4]([NH2:16])([C:9]([O:11][C:12]([CH3:15])([CH3:14])[CH3:13])=[O:10])[CH2:5][C:6]([OH:8])=[O:7].C(N(CC)CC)C.[CH:25](O)([CH3:27])[CH3:26].C(Cl)CCl.C1C=CC2N(O)N=NC=2C=1, predict the reaction product. The product is: [CH3:1][O:2][C:3](=[O:17])[C@:4]([NH2:16])([C:9]([O:11][C:12]([CH3:13])([CH3:14])[CH3:15])=[O:10])[CH2:5][C:6]([O:8][CH:25]([CH3:27])[CH3:26])=[O:7]. (5) Given the reactants C([O:3][C:4](=[O:31])[CH2:5][CH:6]1[O:10][B:9]([OH:11])[C:8]2[CH:12]=[C:13]([O:16][C:17]3[CH:22]=[CH:21][N:20]=[C:19]([NH:23][CH2:24][C:25]4[CH:30]=[CH:29][CH:28]=[CH:27][CH:26]=4)[N:18]=3)[CH:14]=[CH:15][C:7]1=2)C.[OH-].[Li+], predict the reaction product. The product is: [CH2:24]([NH:23][C:19]1[N:18]=[C:17]([O:16][C:13]2[CH:14]=[CH:15][C:7]3[CH:6]([CH2:5][C:4]([OH:31])=[O:3])[O:10][B:9]([OH:11])[C:8]=3[CH:12]=2)[CH:22]=[CH:21][N:20]=1)[C:25]1[CH:26]=[CH:27][CH:28]=[CH:29][CH:30]=1. (6) Given the reactants C(N(CC)CC)C.Br[C:9]1[CH:10]=[N:11][CH:12]=[C:13]([CH:16]=1)[C:14]#[N:15].[C:17]([C:19]1[CH:24]=[CH:23][CH:22]=[C:21]([O:25][C:26]([F:29])([F:28])[F:27])[CH:20]=1)#[CH:18], predict the reaction product. The product is: [F:27][C:26]([F:28])([F:29])[O:25][C:21]1[CH:20]=[C:19]([C:17]#[C:18][C:9]2[CH:10]=[N:11][CH:12]=[C:13]([CH:16]=2)[C:14]#[N:15])[CH:24]=[CH:23][CH:22]=1. (7) Given the reactants [F:1][C:2]1[CH:29]=[CH:28][C:5]([C:6]([NH:8][CH2:9][C:10]2([C:24]([F:27])([F:26])[F:25])[C:15]3[CH:16]=[C:17]([C:20]([OH:22])=O)[CH:18]=[CH:19][C:14]=3[NH:13][C:12](=[O:23])[O:11]2)=[O:7])=[CH:4][CH:3]=1.C1N=C[N:32](C(N2C=NC=C2)=O)[CH:31]=1.CN, predict the reaction product. The product is: [F:1][C:2]1[CH:3]=[CH:4][C:5]([C:6]([NH:8][CH2:9][C:10]2([C:24]([F:26])([F:25])[F:27])[C:15]3[CH:16]=[C:17]([C:20]([NH:32][CH3:31])=[O:22])[CH:18]=[CH:19][C:14]=3[NH:13][C:12](=[O:23])[O:11]2)=[O:7])=[CH:28][CH:29]=1.